Dataset: Peptide-MHC class I binding affinity with 185,985 pairs from IEDB/IMGT. Task: Regression. Given a peptide amino acid sequence and an MHC pseudo amino acid sequence, predict their binding affinity value. This is MHC class I binding data. (1) The peptide sequence is YVKFIYFIK. The MHC is HLA-A30:01 with pseudo-sequence HLA-A30:01. The binding affinity (normalized) is 0.622. (2) The peptide sequence is RIYCSLFKNV. The MHC is HLA-A02:06 with pseudo-sequence HLA-A02:06. The binding affinity (normalized) is 0.819.